From a dataset of Forward reaction prediction with 1.9M reactions from USPTO patents (1976-2016). Predict the product of the given reaction. (1) The product is: [CH2:1]([O:3][C:4]1[CH:5]=[C:6]([C:13](=[O:19])[CH2:14][CH2:15][C:16]([NH:36][C:28]2[N:27]=[C:26]([C:20]3[CH:25]=[CH:24][CH:23]=[CH:22][CH:21]=3)[C:35]3[C:30]([CH:29]=2)=[CH:31][CH:32]=[CH:33][CH:34]=3)=[O:18])[CH:7]=[CH:8][C:9]=1[O:10][CH2:11][CH3:12])[CH3:2]. Given the reactants [CH2:1]([O:3][C:4]1[CH:5]=[C:6]([C:13](=[O:19])[CH2:14][CH2:15][C:16]([OH:18])=O)[CH:7]=[CH:8][C:9]=1[O:10][CH2:11][CH3:12])[CH3:2].[C:20]1([C:26]2[C:35]3[C:30](=[CH:31][CH:32]=[CH:33][CH:34]=3)[CH:29]=[C:28]([NH2:36])[N:27]=2)[CH:25]=[CH:24][CH:23]=[CH:22][CH:21]=1.CCN=C=NCCCN(C)C.C1C=CC2N(O)N=NC=2C=1, predict the reaction product. (2) The product is: [CH3:6][O:5][CH2:4][CH2:3][CH2:2][C:12]1([N:11]([CH3:24])[CH3:10])[CH2:21][CH2:20][C:15]2([O:19][CH2:18][CH2:17][O:16]2)[CH2:14][CH2:13]1. Given the reactants Cl[CH2:2][CH2:3][CH2:4][O:5][CH3:6].[Mg].II.[CH3:10][N:11]([CH3:24])[C:12]1(C#N)[CH2:21][CH2:20][C:15]2([O:19][CH2:18][CH2:17][O:16]2)[CH2:14][CH2:13]1.[NH4+].[Cl-], predict the reaction product. (3) Given the reactants [CH:1]1([N:4]2[CH:9]3[CH2:10][CH2:11][CH2:12][CH:5]2[CH2:6][C:7](=O)[CH2:8]3)[CH2:3][CH2:2]1.Cl.[NH2:15][OH:16], predict the reaction product. The product is: [CH:1]1([N:4]2[CH:9]3[CH2:10][CH2:11][CH2:12][CH:5]2[CH2:6][C:7](=[N:15][OH:16])[CH2:8]3)[CH2:3][CH2:2]1. (4) Given the reactants Br[C:2]1[C:3]([C:15]([F:18])([F:17])[F:16])=[C:4]2[C:9](=[C:10]([O:12][CH3:13])[CH:11]=1)[N:8]=[CH:7][NH:6][C:5]2=[O:14].[F:19][C:20]1[CH:25]=[CH:24][C:23](B(O)O)=[CH:22][CH:21]=1.C(=O)([O-])[O-].[K+].[K+].C(OCC)(=O)C, predict the reaction product. The product is: [F:19][C:20]1[CH:25]=[CH:24][C:23]([C:2]2[C:3]([C:15]([F:18])([F:17])[F:16])=[C:4]3[C:9](=[C:10]([O:12][CH3:13])[CH:11]=2)[N:8]=[CH:7][NH:6][C:5]3=[O:14])=[CH:22][CH:21]=1. (5) Given the reactants [CH3:1][C:2]1[C:6]([CH3:7])=[C:5]([NH:8][C:9](=[O:16])OCC(Cl)(Cl)Cl)[O:4][N:3]=1.[C:17]1([C:23]2[CH:28]=[CH:27][N:26]=[C:25]([N:29]3[CH2:34][CH2:33][NH:32][CH2:31][CH2:30]3)[CH:24]=2)[CH:22]=[CH:21][CH:20]=[CH:19][CH:18]=1.C(N(C(C)C)CC)(C)C.CS(C)=O, predict the reaction product. The product is: [CH3:1][C:2]1[C:6]([CH3:7])=[C:5]([NH:8][C:9]([N:32]2[CH2:33][CH2:34][N:29]([C:25]3[CH:24]=[C:23]([C:17]4[CH:22]=[CH:21][CH:20]=[CH:19][CH:18]=4)[CH:28]=[CH:27][N:26]=3)[CH2:30][CH2:31]2)=[O:16])[O:4][N:3]=1. (6) The product is: [CH3:1][C:2]1[CH:14]=[C:13]([C:15](=[O:28])[CH2:16][CH2:17][C:18]2[S:19][C:20]3[CH:27]=[CH:26][CH:25]=[CH:24][C:21]=3[C:22]=2[CH3:23])[CH:12]=[CH:11][C:3]=1[O:4][CH2:5][C:6]([OH:8])=[O:7]. Given the reactants [CH3:1][C:2]1[CH:14]=[C:13]([C:15](=[O:28])[CH2:16][CH2:17][C:18]2[S:19][C:20]3[CH:27]=[CH:26][CH:25]=[CH:24][C:21]=3[C:22]=2[CH3:23])[CH:12]=[CH:11][C:3]=1[O:4][CH2:5][C:6]([O:8]CC)=[O:7].O.O.[OH-].[Li+].Cl, predict the reaction product. (7) Given the reactants [NH2:1][C:2]1[CH:16]=[CH:15][CH:14]=[CH:13][C:3]=1[NH:4][C:5]1[S:6][C:7]([CH3:12])=[CH:8][C:9]=1[C:10]#[N:11].O1[CH2:21][CH2:20]CC1.O, predict the reaction product. The product is: [CH3:12][C:7]1[S:6][C:5]2[NH:4][C:3]3[CH:13]=[CH:14][CH:15]=[CH:16][C:2]=3[N:1]=[C:10]([N:11]3[CH2:21][CH2:20][N:4]([CH3:5])[CH2:3][CH2:2]3)[C:9]=2[CH:8]=1.